From a dataset of Forward reaction prediction with 1.9M reactions from USPTO patents (1976-2016). Predict the product of the given reaction. (1) Given the reactants [CH3:1][C:2]1([CH3:27])[C:10]2[CH:9]=[N:8][C:7](SC)=[N:6][C:5]=2[CH:4]([C:13]([O:15][CH3:16])=[O:14])[N:3]1[C:17]([O:19][CH2:20][C:21]1[CH:26]=[CH:25][CH:24]=[CH:23][CH:22]=1)=[O:18].O[O:29][S:30]([O-:32])=O.[K+].[CH3:34]N(C=O)C, predict the reaction product. The product is: [CH3:27][C:2]1([CH3:1])[C:10]2[CH:9]=[N:8][C:7]([S:30]([CH3:34])(=[O:32])=[O:29])=[N:6][C:5]=2[CH:4]([C:13]([O:15][CH3:16])=[O:14])[N:3]1[C:17]([O:19][CH2:20][C:21]1[CH:26]=[CH:25][CH:24]=[CH:23][CH:22]=1)=[O:18]. (2) Given the reactants [C:1]([NH:5][C:6]1[C:15]([CH3:16])=[N:14][C:13]2[C:8](=[C:9](B3OC(C)(C)C(C)(C)O3)[CH:10]=[CH:11][CH:12]=2)[N:7]=1)([CH3:4])([CH3:3])[CH3:2].Br[C:27]1[NH:28][C:29]2[CH2:30][CH2:31][CH2:32][C:33](=[O:36])[C:34]=2[CH:35]=1, predict the reaction product. The product is: [C:1]([NH:5][C:6]1[C:15]([CH3:16])=[N:14][C:13]2[C:8]([N:7]=1)=[C:9]([C:27]1[NH:28][C:29]3[CH2:30][CH2:31][CH2:32][C:33](=[O:36])[C:34]=3[CH:35]=1)[CH:10]=[CH:11][CH:12]=2)([CH3:2])([CH3:3])[CH3:4]. (3) Given the reactants [C:1]([N:5]1[CH:9]=[C:8]([NH:10][C:11]2[N:16]=[CH:15][N:14]=[C:13]([C:17]3[CH:18]=[CH:19][C:20]([O:25][C@H:26]4[CH2:31][CH2:30][NH:29][CH2:28][C@H:27]4[F:32])=[C:21]([CH:24]=3)[C:22]#[N:23])[N:12]=2)[CH:7]=[N:6]1)([CH3:4])([CH3:3])[CH3:2].[CH3:33][C:34]1[NH:35][C:36]([C:39](O)=[O:40])=[N:37][N:38]=1, predict the reaction product. The product is: [C:1]([N:5]1[CH:9]=[C:8]([NH:10][C:11]2[N:16]=[CH:15][N:14]=[C:13]([C:17]3[CH:18]=[CH:19][C:20]([O:25][C@H:26]4[CH2:31][CH2:30][N:29]([C:39]([C:36]5[NH:35][C:34]([CH3:33])=[N:38][N:37]=5)=[O:40])[CH2:28][C@H:27]4[F:32])=[C:21]([CH:24]=3)[C:22]#[N:23])[N:12]=2)[CH:7]=[N:6]1)([CH3:4])([CH3:2])[CH3:3].